This data is from Reaction yield outcomes from USPTO patents with 853,638 reactions. The task is: Predict the reaction yield, written as a fraction of the theoretical maximum amount of product (1.0 means a 100% yield; for example, 0.34 means a 34% yield). The reactants are [Cl:1][C:2]1[N:3]=[C:4](Cl)[C:5]2[CH2:10][CH2:9][CH:8]([C:11]3[CH:16]=[CH:15][CH:14]=[CH:13][CH:12]=3)[C:6]=2[N:7]=1.[CH:18]1([NH2:21])[CH2:20][CH2:19]1.O. The catalyst is CN1C(=O)CCC1. The product is [Cl:1][C:2]1[N:3]=[C:4]([NH:21][CH:18]2[CH2:20][CH2:19]2)[C:5]2[CH2:10][CH2:9][CH:8]([C:11]3[CH:16]=[CH:15][CH:14]=[CH:13][CH:12]=3)[C:6]=2[N:7]=1. The yield is 0.960.